From a dataset of NCI-60 drug combinations with 297,098 pairs across 59 cell lines. Regression. Given two drug SMILES strings and cell line genomic features, predict the synergy score measuring deviation from expected non-interaction effect. (1) Drug 1: CC1=C(C=C(C=C1)NC(=O)C2=CC=C(C=C2)CN3CCN(CC3)C)NC4=NC=CC(=N4)C5=CN=CC=C5. Drug 2: C(CCl)NC(=O)N(CCCl)N=O. Cell line: UO-31. Synergy scores: CSS=-3.19, Synergy_ZIP=1.52, Synergy_Bliss=1.09, Synergy_Loewe=-2.85, Synergy_HSA=-2.93. (2) Drug 1: COC1=C(C=C2C(=C1)N=CN=C2NC3=CC(=C(C=C3)F)Cl)OCCCN4CCOCC4. Drug 2: CCC1(CC2CC(C3=C(CCN(C2)C1)C4=CC=CC=C4N3)(C5=C(C=C6C(=C5)C78CCN9C7C(C=CC9)(C(C(C8N6C=O)(C(=O)OC)O)OC(=O)C)CC)OC)C(=O)OC)O.OS(=O)(=O)O. Cell line: SNB-75. Synergy scores: CSS=40.0, Synergy_ZIP=-2.64, Synergy_Bliss=7.85, Synergy_Loewe=9.88, Synergy_HSA=9.98. (3) Drug 1: CN(C)N=NC1=C(NC=N1)C(=O)N. Drug 2: CC=C1C(=O)NC(C(=O)OC2CC(=O)NC(C(=O)NC(CSSCCC=C2)C(=O)N1)C(C)C)C(C)C. Cell line: OVCAR-5. Synergy scores: CSS=64.6, Synergy_ZIP=-1.07, Synergy_Bliss=-1.67, Synergy_Loewe=-43.4, Synergy_HSA=-1.99. (4) Drug 1: C1CC(C1)(C(=O)O)C(=O)O.[NH2-].[NH2-].[Pt+2]. Drug 2: C1=CC=C(C=C1)NC(=O)CCCCCCC(=O)NO. Synergy scores: CSS=16.0, Synergy_ZIP=-6.61, Synergy_Bliss=-0.182, Synergy_Loewe=-3.23, Synergy_HSA=0.546. Cell line: LOX IMVI.